From a dataset of Catalyst prediction with 721,799 reactions and 888 catalyst types from USPTO. Predict which catalyst facilitates the given reaction. (1) Reactant: [NH:1]1[CH:5]=[CH:4][N:3]=[CH:2]1.C(=O)([O-])[O-].[K+].[K+].F[C:13]1[CH:20]=[C:19]([F:21])[CH:18]=[CH:17][C:14]=1[C:15]#[N:16]. Product: [F:21][C:19]1[CH:20]=[CH:13][C:14]([C:15]#[N:16])=[C:17]([N:1]2[CH:5]=[CH:4][N:3]=[CH:2]2)[CH:18]=1. The catalyst class is: 213. (2) The catalyst class is: 27. Product: [I-:28].[CH3:1][S:2]([C:5]1[CH:6]=[C:7]([C:11]([CH:23]2[CH2:24][CH2:25][CH2:26][CH2:27]2)([CH3:22])[C:12]([O:14][CH:15]2[CH2:20][CH2:19][N+:18]([CH3:29])([CH3:21])[CH2:17][CH2:16]2)=[O:13])[CH:8]=[CH:9][CH:10]=1)(=[O:4])=[O:3]. Reactant: [CH3:1][S:2]([C:5]1[CH:6]=[C:7]([C:11]([CH:23]2[CH2:27][CH2:26][CH2:25][CH2:24]2)([CH3:22])[C:12]([O:14][CH:15]2[CH2:20][CH2:19][N:18]([CH3:21])[CH2:17][CH2:16]2)=[O:13])[CH:8]=[CH:9][CH:10]=1)(=[O:4])=[O:3].[I:28][CH3:29]. (3) Reactant: [O:1]=[C:2]1[CH:25]=[C:24]([CH:26]2[CH2:31][CH2:30][N:29](C(OC(C)(C)C)=O)[CH2:28][CH2:27]2)[N:5]2[N:6]=[C:7]3[C:12]([C:11]([C:13]4[CH:18]=[CH:17][CH:16]=[CH:15][C:14]=4[O:19][C:20]([F:23])([F:22])[F:21])=[CH:10][CH:9]=[CH:8]3)=[C:4]2[NH:3]1.[ClH:39]. Product: [ClH:39].[NH:29]1[CH2:30][CH2:31][CH:26]([C:24]2[N:5]3[N:6]=[C:7]4[C:12]([C:11]([C:13]5[CH:18]=[CH:17][CH:16]=[CH:15][C:14]=5[O:19][C:20]([F:21])([F:22])[F:23])=[CH:10][CH:9]=[CH:8]4)=[C:4]3[NH:3][C:2](=[O:1])[CH:25]=2)[CH2:27][CH2:28]1. The catalyst class is: 12. (4) The catalyst class is: 18. Reactant: [NH:1]1[CH:5]=[C:4]([C:6]([O:8][CH2:9][CH3:10])=[O:7])[CH:3]=[N:2]1.C([O-])([O-])=O.[K+].[K+].Cl[CH2:18][C:19]1[CH:24]=[CH:23][C:22]([O:25][CH3:26])=[CH:21][CH:20]=1.CCOCC. Product: [CH3:26][O:25][C:22]1[CH:23]=[CH:24][C:19]([CH2:18][N:1]2[CH:5]=[C:4]([C:6]([O:8][CH2:9][CH3:10])=[O:7])[CH:3]=[N:2]2)=[CH:20][CH:21]=1. (5) Reactant: Br[C:2]1[CH:7]=[C:6]([N:8]2[CH2:12][CH2:11][CH2:10][CH2:9]2)[CH:5]=[CH:4][C:3]=1[C:13]1[S:14][C:15]2[CH:21]([OH:22])[CH2:20][CH2:19][CH2:18][C:16]=2[N:17]=1.[C:23]([Cu])#[N:24].C1COCC1.CCOC(C)=O. Product: [OH:22][CH:21]1[C:15]2[S:14][C:13]([C:3]3[CH:4]=[CH:5][C:6]([N:8]4[CH2:12][CH2:11][CH2:10][CH2:9]4)=[CH:7][C:2]=3[C:23]#[N:24])=[N:17][C:16]=2[CH2:18][CH2:19][CH2:20]1. The catalyst class is: 60. (6) Reactant: [F:1][CH:2]([F:34])[O:3][C:4]1[CH:9]=[CH:8][C:7]([NH:10][C:11]2[N:15]([CH3:16])[C:14]([CH2:17][CH2:18][C:19]3[CH:20]=[C:21]4[C:25](=[CH:26][CH:27]=3)[N:24](C3CCCCO3)[N:23]=[CH:22]4)=[N:13][N:12]=2)=[CH:6][CH:5]=1.C(O)(C(F)(F)F)=O. Product: [NH:24]1[C:25]2[C:21](=[CH:20][C:19]([CH2:18][CH2:17][C:14]3[N:15]([CH3:16])[C:11]([NH:10][C:7]4[CH:8]=[CH:9][C:4]([O:3][CH:2]([F:1])[F:34])=[CH:5][CH:6]=4)=[N:12][N:13]=3)=[CH:27][CH:26]=2)[CH:22]=[N:23]1. The catalyst class is: 2. (7) The catalyst class is: 5. Product: [CH3:1][N:2]1[C:10]2[C:5](=[CH:6][CH:7]=[CH:8][C:9]=2[CH3:11])[CH:4]=[C:3]1[CH2:12][NH:15][CH3:14]. Reactant: [CH3:1][N:2]1[C:10]2[C:5](=[CH:6][CH:7]=[CH:8][C:9]=2[CH3:11])[CH:4]=[C:3]1[CH:12]=O.[CH3:14][NH2:15].[BH4-].[Na+].